From a dataset of Full USPTO retrosynthesis dataset with 1.9M reactions from patents (1976-2016). Predict the reactants needed to synthesize the given product. (1) Given the product [Br:20][C:15]1[CH:14]=[C:13]([OH:12])[CH:18]=[C:17]([F:19])[CH:16]=1, predict the reactants needed to synthesize it. The reactants are: [Cl-].[Al+3].[Cl-].[Cl-].C([O:12][C:13]1[CH:18]=[C:17]([F:19])[CH:16]=[C:15]([Br:20])[CH:14]=1)C1C=CC=CC=1.CN(C)C1C=CC=CC=1.Cl. (2) Given the product [CH3:9][O:8][C:7]1[CH:6]=[CH:5][C:4]([C:10]([N:12]2[CH2:17][CH2:16][N:15]([C:18]3[CH:23]=[CH:22][CH:21]=[CH:20][N:19]=3)[CH2:14][CH2:13]2)=[O:11])=[CH:3][C:2]=1/[CH:37]=[CH:38]/[C:39]1[CH:44]=[CH:43][CH:42]=[CH:41][CH:40]=1, predict the reactants needed to synthesize it. The reactants are: Br[C:2]1[CH:3]=[C:4]([C:10]([N:12]2[CH2:17][CH2:16][N:15]([C:18]3[CH:23]=[CH:22][CH:21]=[CH:20][N:19]=3)[CH2:14][CH2:13]2)=[O:11])[CH:5]=[CH:6][C:7]=1[O:8][CH3:9].CN(C)CC(O)=O.C([O-])([O-])=O.[K+].[K+].[CH2:37]=[CH:38][C:39]1[CH:44]=[CH:43][CH:42]=[CH:41][CH:40]=1. (3) The reactants are: CCCCCC.[H-].[Na+].[CH2:9]([C:11]1[CH:20]=[C:19]([CH3:21])[C:18]2[C:17](=[O:22])[NH:16][C@@H:15]3[CH2:23][N:24]([C:26]([O:28][C:29]([CH3:32])([CH3:31])[CH3:30])=[O:27])[CH2:25][C@H:14]3[C:13]=2[CH:12]=1)[CH3:10].[CH2:33](Br)[C:34]1[CH:39]=[CH:38][CH:37]=[CH:36][CH:35]=1. Given the product [CH2:33]([N:16]1[C@@H:15]2[CH2:23][N:24]([C:26]([O:28][C:29]([CH3:31])([CH3:30])[CH3:32])=[O:27])[CH2:25][C@H:14]2[C:13]2[CH:12]=[C:11]([CH2:9][CH3:10])[CH:20]=[C:19]([CH3:21])[C:18]=2[C:17]1=[O:22])[C:34]1[CH:39]=[CH:38][CH:37]=[CH:36][CH:35]=1, predict the reactants needed to synthesize it. (4) Given the product [CH2:33]([O:34][C:2]1[N:3]=[C:4]([N:26]2[CH2:31][CH2:30][NH:29][CH2:28][CH2:27]2)[C:5]2[S:10][C:9]3[N:11]=[C:12]([C:16]4[CH:21]=[CH:20][C:19]([O:22][CH3:23])=[C:18]([O:24][CH3:25])[CH:17]=4)[CH:13]=[C:14]([CH3:15])[C:8]=3[C:6]=2[N:7]=1)[CH3:32], predict the reactants needed to synthesize it. The reactants are: Cl[C:2]1[N:3]=[C:4]([N:26]2[CH2:31][CH2:30][NH:29][CH2:28][CH2:27]2)[C:5]2[S:10][C:9]3[N:11]=[C:12]([C:16]4[CH:21]=[CH:20][C:19]([O:22][CH3:23])=[C:18]([O:24][CH3:25])[CH:17]=4)[CH:13]=[C:14]([CH3:15])[C:8]=3[C:6]=2[N:7]=1.[CH3:32][CH2:33][O-:34].[K+]. (5) Given the product [CH3:3][N:4]1[CH:9]2[CH2:8][CH:7]([OH:13])[CH2:6][CH:5]1[CH:11]1[CH:10]2[O:12]1, predict the reactants needed to synthesize it. The reactants are: [BH4-].[Na+].[CH3:3][N:4]1[C@@H:9]2[C@@H:10]3[O:12][C@H:11]3[C@H:5]1[CH2:6][C@@H:7]([O:13]C([C@@H](C1C=CC=CC=1)CO)=O)[CH2:8]2.Cl. (6) Given the product [C:8]([C:7]1[C:2]([N:17]2[CH2:18][CH2:19][C:14]3([O:13][CH2:12][CH2:11][O:10]3)[CH2:15][CH2:16]2)=[N:3][CH:4]=[CH:5][CH:6]=1)#[N:9], predict the reactants needed to synthesize it. The reactants are: Cl[C:2]1[C:7]([C:8]#[N:9])=[CH:6][CH:5]=[CH:4][N:3]=1.[O:10]1[C:14]2([CH2:19][CH2:18][NH:17][CH2:16][CH2:15]2)[O:13][CH2:12][CH2:11]1.